Dataset: hERG potassium channel inhibition data for cardiac toxicity prediction from Karim et al.. Task: Regression/Classification. Given a drug SMILES string, predict its toxicity properties. Task type varies by dataset: regression for continuous values (e.g., LD50, hERG inhibition percentage) or binary classification for toxic/non-toxic outcomes (e.g., AMES mutagenicity, cardiotoxicity, hepatotoxicity). Dataset: herg_karim. (1) The molecule is COc1cc(N2CCN(C(=O)[C@H](C)O)CC2)ccc1Nc1ncc(Cl)c(-c2cnc3ccccn23)n1. The result is 1 (blocker). (2) The compound is O=c1c2c([nH]c3ccccc13)C(c1ccc3c(c1)CCO3)N(c1ncc(-c3ccccn3)cn1)C2. The result is 1 (blocker). (3) The drug is COc1cc(-c2cn(C3CSc4ccccc4N(CC(F)(F)F)C3=O)nn2)ccc1-n1cnc(C)c1. The result is 1 (blocker). (4) The result is 0 (non-blocker). The compound is CCc1n[nH]c(CC)c1Oc1cc(Cl)cc(C#N)c1. (5) The drug is C[C@H](c1cccnc1F)c1c(CCN(C)C)sc2ccccc12. The result is 1 (blocker). (6) The drug is CN1CCN(Cc2ccc3c(c2)Cc2c-3n[nH]c2-c2csc(C#CCCOc3ccccc3)c2)CC1. The result is 1 (blocker). (7) The compound is Nc1nccn2c([C@@H]3CCC[C@H](C(=O)O)C3)nc(-c3ccc(C(=O)Nc4cc(C(F)(F)F)ccn4)cc3)c12. The result is 0 (non-blocker). (8) The molecule is O=C1OCc2cc(CCC3CCN(C(=O)Cc4ccc(-n5cnnn5)nc4)CC3)ccc21. The result is 1 (blocker). (9) The compound is CNC(=O)[C@@]12C[C@@H]1[C@@H](n1cnc3c(NCc4cccc(Cl)c4)nc(C#Cc4ccc(F)c(F)c4)nc31)[C@H](O)[C@@H]2O. The result is 0 (non-blocker). (10) The drug is CC(C)Oc1cc([C@@](Cc2ccccc2)(NC[C@H](O)CC(F)(F)F)c2cc(F)cc(OC(F)(F)C(F)F)c2)ccc1F. The result is 0 (non-blocker).